Dataset: Peptide-MHC class II binding affinity with 134,281 pairs from IEDB. Task: Regression. Given a peptide amino acid sequence and an MHC pseudo amino acid sequence, predict their binding affinity value. This is MHC class II binding data. The peptide sequence is SVAVKAPGFGDRRKAMLQDM. The MHC is DRB1_0301 with pseudo-sequence DRB1_0301. The binding affinity (normalized) is 0.